Task: Regression. Given a peptide amino acid sequence and an MHC pseudo amino acid sequence, predict their binding affinity value. This is MHC class II binding data.. Dataset: Peptide-MHC class II binding affinity with 134,281 pairs from IEDB The peptide sequence is STEQNVPDPQVGITT. The MHC is DRB1_0101 with pseudo-sequence DRB1_0101. The binding affinity (normalized) is 0.